This data is from Reaction yield outcomes from USPTO patents with 853,638 reactions. The task is: Predict the reaction yield, written as a fraction of the theoretical maximum amount of product (1.0 means a 100% yield; for example, 0.34 means a 34% yield). (1) The catalyst is [Ti](Cl)(Cl)(Cl)Cl.O.O1CCCC1.C(OCC)(=O)C.CO. The yield is 0.0449. The reactants are [F:1][C:2]1[CH:14]=[C:13]([CH2:15][CH2:16][N+:17]([O-:19])=O)[CH:12]=[CH:11][C:3]=1[O:4][C:5]1[CH:10]=[CH:9][CH:8]=[CH:7]N=1.C[O-].[Li+].C(=O)([O-])O.[Na+].[C:28]([C:30]1[C:31]([NH2:36])=[N:32][CH:33]=[CH:34][CH:35]=1)#[CH:29].[CH2:37]([N:39](CC)CC)C. The product is [F:1][C:2]1[CH:14]=[C:13]([CH:12]=[CH:11][C:3]=1[O:4][CH2:5][C:10]1[CH:9]=[CH:8][CH:7]=[CH:37][N:39]=1)[CH2:15][C:16]1[CH:29]=[C:28]([C:30]2[C:31]([NH2:36])=[N:32][CH:33]=[CH:34][CH:35]=2)[O:19][N:17]=1. (2) The reactants are [C:1]([CH:5]1[CH2:10][CH2:9][C:8](=[CH:11][C:12]2[CH:13]=[C:14]3[C:19](=[CH:20][CH:21]=2)[CH:18]=[C:17]([CH2:22][N:23]2[CH2:28][CH2:27][CH:26]([C:29]([O:31][CH2:32][CH3:33])=[O:30])[CH2:25][CH2:24]2)[CH:16]=[CH:15]3)[CH2:7][CH2:6]1)([CH3:4])([CH3:3])[CH3:2]. The catalyst is [Pd].C1COCC1. The product is [C:1]([CH:5]1[CH2:6][CH2:7][CH:8]([CH2:11][C:12]2[CH:13]=[C:14]3[C:19](=[CH:20][CH:21]=2)[CH:18]=[C:17]([CH2:22][N:23]2[CH2:24][CH2:25][CH:26]([C:29]([O:31][CH2:32][CH3:33])=[O:30])[CH2:27][CH2:28]2)[CH:16]=[CH:15]3)[CH2:9][CH2:10]1)([CH3:4])([CH3:2])[CH3:3]. The yield is 0.300. (3) The reactants are [Cl:1][C:2]1[C:7]([Cl:8])=[CH:6][CH:5]=[CH:4][C:3]=1[N:9]1[CH2:14][CH2:13][NH:12][CH2:11][CH2:10]1.Br[CH2:16][CH2:17][CH2:18][CH2:19][O:20][C:21]1[CH:30]=[C:29]2[C:24]([CH2:25][CH2:26][C:27](=[O:31])[NH:28]2)=[CH:23][CH:22]=1.C(N(CC)CC)C. The catalyst is C(#N)C. The product is [Cl:1][C:2]1[C:7]([Cl:8])=[CH:6][CH:5]=[CH:4][C:3]=1[N:9]1[CH2:14][CH2:13][N:12]([CH2:16][CH2:17][CH2:18][CH2:19][O:20][C:21]2[CH:30]=[C:29]3[C:24]([CH2:25][CH2:26][C:27](=[O:31])[NH:28]3)=[CH:23][CH:22]=2)[CH2:11][CH2:10]1. The yield is 0.530. (4) The product is [Br:12][C:13]1[CH:18]=[CH:17][C:16]([C:5]2[CH:6]=[CH:7][CH:8]=[C:3]([C:1]#[N:2])[CH:4]=2)=[CH:15][CH:14]=1. The yield is 0.330. The catalyst is CN(C=O)C.C1C=CC([P]([Pd]([P](C2C=CC=CC=2)(C2C=CC=CC=2)C2C=CC=CC=2)([P](C2C=CC=CC=2)(C2C=CC=CC=2)C2C=CC=CC=2)[P](C2C=CC=CC=2)(C2C=CC=CC=2)C2C=CC=CC=2)(C2C=CC=CC=2)C2C=CC=CC=2)=CC=1. The reactants are [C:1]([C:3]1[CH:4]=[C:5](B(O)O)[CH:6]=[CH:7][CH:8]=1)#[N:2].[Br:12][C:13]1[CH:18]=[CH:17][C:16](I)=[CH:15][CH:14]=1.C(=O)([O-])[O-].[Na+].[Na+].